From a dataset of Catalyst prediction with 721,799 reactions and 888 catalyst types from USPTO. Predict which catalyst facilitates the given reaction. (1) Reactant: [CH:1]([C:4]1[CH:31]=[CH:30][C:7]([NH:8][C:9]2[CH:10]=[CH:11][C:12]([OH:29])=[C:13]3[C:22]=2[C:21](=[O:23])[C:20]2[C:19]([OH:24])=[CH:18][CH:17]=[C:16]([N+:25]([O-:27])=[O:26])[C:15]=2[C:14]3=[O:28])=[CH:6][CH:5]=1)([CH3:3])[CH3:2].[S:32](Cl)([C:35]1[CH:41]=[CH:40][C:38]([CH3:39])=[CH:37][CH:36]=1)(=[O:34])=[O:33].CN(C)C. Product: [CH:1]([C:4]1[CH:31]=[CH:30][C:7]([NH:8][C:9]2[CH:10]=[CH:11][C:12]([O:29][S:32]([C:35]3[CH:41]=[CH:40][C:38]([CH3:39])=[CH:37][CH:36]=3)(=[O:34])=[O:33])=[C:13]3[C:22]=2[C:21](=[O:23])[C:20]2[C:19]([O:24][S:32]([C:35]4[CH:41]=[CH:40][C:38]([CH3:39])=[CH:37][CH:36]=4)(=[O:34])=[O:33])=[CH:18][CH:17]=[C:16]([N+:25]([O-:27])=[O:26])[C:15]=2[C:14]3=[O:28])=[CH:6][CH:5]=1)([CH3:3])[CH3:2]. The catalyst class is: 4. (2) Reactant: C([O:5][C:6](=[O:38])[CH2:7][CH2:8][C:9]1[CH:14]=[CH:13][C:12]([O:15][CH2:16][CH2:17][C:18]2[N:19]=[C:20]([C:24]3[CH:25]=[N:26][C:27]([C:30]4[CH:35]=[CH:34][CH:33]=[CH:32][C:31]=4[F:36])=[CH:28][CH:29]=3)[S:21][C:22]=2[CH3:23])=[CH:11][C:10]=1[CH3:37])(C)(C)C.[C:39](O)(C(F)(F)F)=O. Product: [F:36][C:31]1[CH:32]=[CH:33][CH:34]=[CH:35][C:30]=1[C:27]1[N:26]=[CH:25][C:24]([C:20]2[S:21][C:22]([CH3:23])=[C:18]([CH:17]([CH3:39])[CH2:16][O:15][C:12]3[CH:13]=[CH:14][C:9]([CH2:8][CH2:7][C:6]([OH:5])=[O:38])=[C:10]([CH3:37])[CH:11]=3)[N:19]=2)=[CH:29][CH:28]=1. The catalyst class is: 34. (3) Reactant: [CH3:1][O:2][C:3](=[O:23])[CH2:4][C@H:5]1[CH2:10][CH2:9][C@H:8]([C:11]2[CH:16]=[CH:15][C:14]([NH:17][C:18](=[O:22])[CH2:19][CH2:20][NH2:21])=[CH:13][CH:12]=2)[CH2:7][CH2:6]1.CCN=C=NCCCN(C)C.[C:35]1([CH3:53])[CH:40]=[CH:39][CH:38]=[CH:37][C:36]=1[N:41]1[CH:45]=[C:44]([C:46](O)=[O:47])[C:43]([C:49]([F:52])([F:51])[F:50])=[N:42]1.C1C=CC2N(O)N=NC=2C=1.C(N(C(C)C)C(C)C)C. Product: [CH3:1][O:2][C:3](=[O:23])[CH2:4][C@H:5]1[CH2:6][CH2:7][C@H:8]([C:11]2[CH:12]=[CH:13][C:14]([NH:17][C:18](=[O:22])[CH2:19][CH2:20][NH:21][C:46]([C:44]3[C:43]([C:49]([F:52])([F:51])[F:50])=[N:42][N:41]([C:36]4[CH:37]=[CH:38][CH:39]=[CH:40][C:35]=4[CH3:53])[CH:45]=3)=[O:47])=[CH:15][CH:16]=2)[CH2:9][CH2:10]1. The catalyst class is: 793. (4) Reactant: [NH2:1][CH2:2][C@@H:3]1[C@@H:11]([C@@:12]2([CH3:21])[CH2:17][CH2:16][C@H:15]([OH:18])[CH2:14][C@@H:13]2[CH2:19][OH:20])[CH2:10][CH2:9][C:8]2[C:7]([CH3:23])([CH3:22])[CH2:6][CH2:5][C:4]1=2.CCN(CC)CC.[CH3:31][S:32](Cl)(=[O:34])=[O:33]. Product: [CH3:31][S:32]([O:20][CH2:19][C@H:13]1[CH2:14][C@@H:15]([O:18][S:32]([CH3:31])(=[O:34])=[O:33])[CH2:16][CH2:17][C@@:12]1([C@H:11]1[CH2:10][CH2:9][C:8]2[C:7]([CH3:23])([CH3:22])[CH2:6][CH2:5][C:4]=2[C@@H:3]1[CH2:2][NH:1][S:32]([CH3:31])(=[O:34])=[O:33])[CH3:21])(=[O:34])=[O:33]. The catalyst class is: 1. (5) Reactant: [F:1][C:2]1[CH:7]=[CH:6][C:5]([CH:8]=[CH:9][C:10]([NH:12][C@H:13]([C:24]([O:26]C)=[O:25])[CH2:14][C:15]2[C:23]3[C:18](=[CH:19][CH:20]=[CH:21][CH:22]=3)[NH:17][CH:16]=2)=[O:11])=[CH:4][CH:3]=1.[OH-].[Na+:29]. Product: [F:1][C:2]1[CH:3]=[CH:4][C:5]([CH:8]=[CH:9][C:10]([NH:12][C@H:13]([C:24]([O-:26])=[O:25])[CH2:14][C:15]2[C:23]3[C:18](=[CH:19][CH:20]=[CH:21][CH:22]=3)[NH:17][CH:16]=2)=[O:11])=[CH:6][CH:7]=1.[Na+:29]. The catalyst class is: 5. (6) Reactant: [CH2:1]([C:3]1[N:17]([C@@H:18]2[C:26]3[C:21](=[CH:22][C:23]([C:27]4[CH:32]=[CH:31][CH:30]=[CH:29][C:28]=4[C:33]4[N:37]([C:38]([C:51]5[CH:56]=[CH:55][CH:54]=[CH:53][CH:52]=5)([C:45]5[CH:50]=[CH:49][CH:48]=[CH:47][CH:46]=5)[C:39]5[CH:44]=[CH:43][CH:42]=[CH:41][CH:40]=5)[N:36]=[N:35][N:34]=4)=[CH:24][CH:25]=3)[CH2:20][CH2:19]2)[C:6]2=[N:7][C:8]([C:12]#[C:13][C@@H:14]([OH:16])[CH3:15])=[CH:9][C:10]([CH3:11])=[C:5]2[N:4]=1)[CH3:2].[H-].[Na+].[CH3:59]I. Product: [CH2:1]([C:3]1[N:17]([C@@H:18]2[C:26]3[C:21](=[CH:22][C:23]([C:27]4[CH:32]=[CH:31][CH:30]=[CH:29][C:28]=4[C:33]4[N:37]([C:38]([C:45]5[CH:50]=[CH:49][CH:48]=[CH:47][CH:46]=5)([C:51]5[CH:56]=[CH:55][CH:54]=[CH:53][CH:52]=5)[C:39]5[CH:40]=[CH:41][CH:42]=[CH:43][CH:44]=5)[N:36]=[N:35][N:34]=4)=[CH:24][CH:25]=3)[CH2:20][CH2:19]2)[C:6]2=[N:7][C:8]([C:12]#[C:13][C@@H:14]([O:16][CH3:59])[CH3:15])=[CH:9][C:10]([CH3:11])=[C:5]2[N:4]=1)[CH3:2]. The catalyst class is: 1.